Dataset: Forward reaction prediction with 1.9M reactions from USPTO patents (1976-2016). Task: Predict the product of the given reaction. (1) Given the reactants [C:1]1([C@@H:7]([NH:14][C:15]([C@H:17]2[N:21](C(OC(C)(C)C)=O)[CH2:20][CH2:19][S:18]2)=[O:16])[C:8]2[CH:13]=[CH:12][CH:11]=[CH:10][N:9]=2)[CH:6]=[CH:5][CH:4]=[CH:3][CH:2]=1.[ClH:29].[OH-].[Na+], predict the reaction product. The product is: [ClH:29].[C:1]1([C@H:7]([C:8]2[CH:13]=[CH:12][CH:11]=[CH:10][N:9]=2)[NH:14][C:15]([C@H:17]2[NH:21][CH2:20][CH2:19][S:18]2)=[O:16])[CH:2]=[CH:3][CH:4]=[CH:5][CH:6]=1. (2) The product is: [C:1]([C:5]1[CH:6]=[C:7]([C:15]2[N:16]=[C:17]([CH:21]3[CH2:26][CH2:25][N:24]([C:37](=[O:38])[CH2:36][N:29]4[C:30]5=[N:31][CH:32]=[CH:33][CH:34]=[C:35]5[N:27]=[CH:28]4)[CH2:23][CH2:22]3)[CH:18]=[CH:19][CH:20]=2)[CH:8]=[C:9]([C:11]([CH3:14])([CH3:13])[CH3:12])[CH:10]=1)([CH3:2])([CH3:3])[CH3:4]. Given the reactants [C:1]([C:5]1[CH:6]=[C:7]([C:15]2[CH:20]=[CH:19][CH:18]=[C:17]([CH:21]3[CH2:26][CH2:25][NH:24][CH2:23][CH2:22]3)[N:16]=2)[CH:8]=[C:9]([C:11]([CH3:14])([CH3:13])[CH3:12])[CH:10]=1)([CH3:4])([CH3:3])[CH3:2].[N:27]1[C:35]2[C:30](=[N:31][CH:32]=[CH:33][CH:34]=2)[N:29]([CH2:36][C:37](O)=[O:38])[CH:28]=1.CN1CCOCC1.C1C=CC2N(O)N=NC=2C=1.C(Cl)CCl, predict the reaction product. (3) Given the reactants [Cl:1][C:2]1[CH:7]=[CH:6][C:5]([C:8]2[CH:13]=[CH:12][C:11]([C:14]([OH:16])=O)=[C:10]([N+:17]([O-:19])=[O:18])[CH:9]=2)=[CH:4][CH:3]=1.[CH3:20][N:21]1[CH2:26][CH2:25][N:24]([C:27]2[N:32]=[CH:31][C:30]([CH2:33][CH2:34][NH2:35])=[CH:29][CH:28]=2)[CH2:23][CH2:22]1, predict the reaction product. The product is: [CH3:20][N:21]1[CH2:22][CH2:23][N:24]([C:27]2[N:32]=[CH:31][C:30]([CH2:33][CH2:34][NH:35][C:14]([C:11]3[CH:12]=[CH:13][C:8]([C:5]4[CH:4]=[CH:3][C:2]([Cl:1])=[CH:7][CH:6]=4)=[CH:9][C:10]=3[N+:17]([O-:19])=[O:18])=[O:16])=[CH:29][CH:28]=2)[CH2:25][CH2:26]1. (4) Given the reactants [CH:1]1([C:4]2[C:5]([NH:21][C@@H:22]3[C:30]4[C:25](=[CH:26][CH:27]=[CH:28][CH:29]=4)[CH2:24][C@H:23]3[NH2:31])=[N:6][C:7]([CH:18]3[CH2:20][CH2:19]3)=[C:8]([C:10]3[CH:15]=[CH:14][C:13]([Cl:16])=[CH:12][C:11]=3[Cl:17])[N:9]=2)[CH2:3][CH2:2]1.[CH:32](=O)[CH3:33].[BH3-]C#N.[Na+], predict the reaction product. The product is: [CH:1]1([C:4]2[C:5]([NH:21][C@@H:22]3[C:30]4[C:25](=[CH:26][CH:27]=[CH:28][CH:29]=4)[CH2:24][C@H:23]3[NH:31][CH2:32][CH3:33])=[N:6][C:7]([CH:18]3[CH2:19][CH2:20]3)=[C:8]([C:10]3[CH:15]=[CH:14][C:13]([Cl:16])=[CH:12][C:11]=3[Cl:17])[N:9]=2)[CH2:2][CH2:3]1. (5) Given the reactants [S:1]1[C:5]([C:6]([O-:8])=[O:7])=[CH:4][C:3]2[CH:9]=[CH:10][CH:11]=[CH:12][C:2]1=2.O.[OH-].[Li+].O.Cl, predict the reaction product. The product is: [S:1]1[C:5]([C:6]([OH:8])=[O:7])=[CH:4][C:3]2[CH:9]=[CH:10][CH:11]=[CH:12][C:2]1=2. (6) Given the reactants C[O:2][C:3](=[O:24])[C:4]1[CH:9]=[C:8]([C:10]2[S:11][CH:12]=[C:13]([C:15]3[CH:20]=[CH:19][C:18]([Cl:21])=[C:17]([Cl:22])[CH:16]=3)[N:14]=2)[CH:7]=[CH:6][C:5]=1Br.[Cl:25][C:26]1[CH:31]=[CH:30][CH:29]=[CH:28][C:27]=1B(O)O, predict the reaction product. The product is: [Cl:25][C:26]1[CH:31]=[CH:30][CH:29]=[CH:28][C:27]=1[C:5]1[C:4]([C:3]([OH:2])=[O:24])=[CH:9][C:8]([C:10]2[S:11][CH:12]=[C:13]([C:15]3[CH:20]=[CH:19][C:18]([Cl:21])=[C:17]([Cl:22])[CH:16]=3)[N:14]=2)=[CH:7][CH:6]=1. (7) Given the reactants [NH2:1][C:2]1[CH:29]=[CH:28][C:5]([C:6]([NH:8][C:9]2[CH:14]=[C:13]([C:15]3[S:16][CH:17]=[CH:18][CH:19]=3)[CH:12]=[CH:11][C:10]=2[NH:20][C:21](=[O:27])[O:22][C:23]([CH3:26])([CH3:25])[CH3:24])=[O:7])=[CH:4][CH:3]=1.C([O-])([O-])=O.[K+].[K+].Cl[CH2:37][C:38]([NH:40][CH3:41])=[O:39], predict the reaction product. The product is: [NH2:1][C:2]1[CH:29]=[CH:28][C:5]([C:6]([NH:8][C:9]2[CH:14]=[C:13]([C:15]3[S:16][CH:17]=[CH:18][CH:19]=3)[CH:12]=[CH:11][C:10]=2[N:20]([CH2:37][C:38]([NH:40][CH3:41])=[O:39])[C:21](=[O:27])[O:22][C:23]([CH3:26])([CH3:24])[CH3:25])=[O:7])=[CH:4][CH:3]=1. (8) The product is: [C:22]([O:21][C:20]([NH:19][C:12]1[C:13]2[C:18](=[CH:17][CH:16]=[CH:15][CH:14]=2)[C:9]([O:8][C:6]2[CH:5]=[CH:4][N:3]=[C:2]([NH:27][C:28]3[CH:29]=[C:30]([CH:34]=[C:35]([C:37]#[C:38][Si:39]([CH:40]([CH3:42])[CH3:41])([CH:46]([CH3:48])[CH3:47])[CH:43]([CH3:45])[CH3:44])[CH:36]=3)[C:31]([OH:33])=[O:32])[N:7]=2)=[CH:10][CH:11]=1)=[O:26])([CH3:25])([CH3:24])[CH3:23]. Given the reactants Cl[C:2]1[N:7]=[C:6]([O:8][C:9]2[C:18]3[C:13](=[CH:14][CH:15]=[CH:16][CH:17]=3)[C:12]([NH:19][C:20](=[O:26])[O:21][C:22]([CH3:25])([CH3:24])[CH3:23])=[CH:11][CH:10]=2)[CH:5]=[CH:4][N:3]=1.[NH2:27][C:28]1[CH:29]=[C:30]([CH:34]=[C:35]([C:37]#[C:38][Si:39]([CH:46]([CH3:48])[CH3:47])([CH:43]([CH3:45])[CH3:44])[CH:40]([CH3:42])[CH3:41])[CH:36]=1)[C:31]([OH:33])=[O:32].C(=O)([O-])[O-].[Cs+].[Cs+], predict the reaction product.